Predict the product of the given reaction. From a dataset of Forward reaction prediction with 1.9M reactions from USPTO patents (1976-2016). (1) Given the reactants [Cl:1][C:2]1[C:3](Cl)=[N:4][C:5]([CH3:13])=[C:6]([CH:12]=1)[C:7]([O:9][CH2:10][CH3:11])=[O:8].[CH2:15]([S:22]([NH:25][C:26]([CH:28]1[CH2:31][NH:30][CH2:29]1)=[O:27])(=[O:24])=[O:23])[C:16]1[CH:21]=[CH:20][CH:19]=[CH:18][CH:17]=1.O.CC#N, predict the reaction product. The product is: [CH2:15]([S:22]([NH:25][C:26]([CH:28]1[CH2:29][N:30]([C:3]2[C:2]([Cl:1])=[CH:12][C:6]([C:7]([O:9][CH2:10][CH3:11])=[O:8])=[C:5]([CH3:13])[N:4]=2)[CH2:31]1)=[O:27])(=[O:23])=[O:24])[C:16]1[CH:17]=[CH:18][CH:19]=[CH:20][CH:21]=1. (2) Given the reactants [Cl:1][C:2]1[CH:3]=[C:4]([CH:7]=[C:8]([Cl:11])[C:9]=1[NH2:10])[C:5]#[N:6].C[Si]([N-][Si](C)(C)C)(C)C.[Na+].[C:22](Cl)(=[O:24])[CH3:23].Cl, predict the reaction product. The product is: [C:22]([NH:10][C:9]1[C:2]([Cl:1])=[CH:3][C:4]([C:5]#[N:6])=[CH:7][C:8]=1[Cl:11])(=[O:24])[CH3:23]. (3) Given the reactants C([O:5][C:6]([C:8]1[C:9]([N:25]([CH2:27][CH2:28][OH:29])[CH3:26])=[N:10][C:11]2[C:16]([C:17]=1[C:18]1[CH:23]=[CH:22][CH:21]=[CH:20][CH:19]=1)=[CH:15][C:14]([Cl:24])=[CH:13][CH:12]=2)=[O:7])(C)(C)C.C(O)(C(F)(F)F)=O, predict the reaction product. The product is: [Cl:24][C:14]1[CH:15]=[C:16]2[C:11](=[CH:12][CH:13]=1)[N:10]=[C:9]([N:25]([CH2:27][CH2:28][OH:29])[CH3:26])[C:8]([C:6]([OH:7])=[O:5])=[C:17]2[C:18]1[CH:23]=[CH:22][CH:21]=[CH:20][CH:19]=1. (4) The product is: [Cl:1][C:2]1[CH:3]=[CH:4][C:5]([C:8]2([C:14]([NH:17][CH2:18][CH2:19][CH2:20][N:21]3[CH2:26][CH2:25][CH:24]([C:27]4[CH:32]=[CH:31][CH:30]=[C:29]([NH:33][C:34](=[O:38])[CH:35]([CH3:36])[CH3:37])[CH:28]=4)[CH2:23][CH2:22]3)=[O:16])[CH2:9][CH2:10][CH2:11][CH2:12][CH2:13]2)=[CH:6][CH:7]=1. Given the reactants [Cl:1][C:2]1[CH:7]=[CH:6][C:5]([C:8]2([C:14]([OH:16])=O)[CH2:13][CH2:12][CH2:11][CH2:10][CH2:9]2)=[CH:4][CH:3]=1.[NH2:17][CH2:18][CH2:19][CH2:20][N:21]1[CH2:26][CH2:25][CH:24]([C:27]2[CH:28]=[C:29]([NH:33][C:34](=[O:38])[CH:35]([CH3:37])[CH3:36])[CH:30]=[CH:31][CH:32]=2)[CH2:23][CH2:22]1, predict the reaction product.